This data is from Forward reaction prediction with 1.9M reactions from USPTO patents (1976-2016). The task is: Predict the product of the given reaction. Given the reactants [CH2:1]1[C:3]2([CH2:7][CH:6](CS([O-])(=O)=O)[CH2:5][O:4]2)[CH2:2]1.[OH:13][C:14]1[CH:23]=[C:22]2[C:17]([C:18]([O:24][C:25]3[CH:30]=[CH:29][C:28]([N:31]([C:40]4[CH:45]=[CH:44][CH:43]=[CH:42][CH:41]=4)[C:32]([C:34]4([C:37]([NH2:39])=[O:38])[CH2:36][CH2:35]4)=[O:33])=[CH:27][C:26]=3[F:46])=[CH:19][CH:20]=[N:21]2)=[CH:16][C:15]=1[O:47][CH3:48].C([O-])([O-])=O.[Cs+].[Cs+], predict the reaction product. The product is: [CH2:2]1[C:3]2([CH2:7][CH:6]([O:13][C:14]3[CH:23]=[C:22]4[C:17]([C:18]([O:24][C:25]5[CH:30]=[CH:29][C:28]([N:31]([C:40]6[CH:45]=[CH:44][CH:43]=[CH:42][CH:41]=6)[C:32]([C:34]6([C:37]([NH2:39])=[O:38])[CH2:36][CH2:35]6)=[O:33])=[CH:27][C:26]=5[F:46])=[CH:19][CH:20]=[N:21]4)=[CH:16][C:15]=3[O:47][CH3:48])[CH2:5][O:4]2)[CH2:1]1.